From a dataset of Forward reaction prediction with 1.9M reactions from USPTO patents (1976-2016). Predict the product of the given reaction. (1) Given the reactants [C:1]1([C@H:7]2[C@H:16]3[CH2:17][CH2:18][N:19]([C:20]([C@H:22]4[CH2:27][CH2:26][CH2:25][CH2:24][C@H:23]4[NH:28][C:29](=[O:36])[C:30]4[CH:35]=[CH:34][CH:33]=[CH:32][CH:31]=4)=[O:21])[C@H:15]3[C:14]3[CH:13]=[CH:12][CH:11]=[CH:10][C:9]=3[NH:8]2)[CH:6]=[CH:5][CH:4]=[CH:3][CH:2]=1.C(N(CC)CC)C.[C:44](Cl)(=[O:46])[CH3:45].O, predict the reaction product. The product is: [C:44]([N:8]1[C:9]2[CH:10]=[CH:11][CH:12]=[CH:13][C:14]=2[C@@H:15]2[N:19]([C:20]([C@H:22]3[CH2:27][CH2:26][CH2:25][CH2:24][C@H:23]3[NH:28][C:29](=[O:36])[C:30]3[CH:31]=[CH:32][CH:33]=[CH:34][CH:35]=3)=[O:21])[CH2:18][CH2:17][C@H:16]2[C@@H:7]1[C:1]1[CH:2]=[CH:3][CH:4]=[CH:5][CH:6]=1)(=[O:46])[CH3:45]. (2) Given the reactants [Br:1][C:2]1[CH:3]=[C:4]([CH2:8][CH2:9][C:10]([OH:12])=[O:11])[CH:5]=[CH:6][CH:7]=1.[C:13](Cl)(=O)[C:14](Cl)=O, predict the reaction product. The product is: [CH2:13]([O:11][C:10](=[O:12])[CH2:9][CH2:8][C:4]1[CH:5]=[CH:6][CH:7]=[C:2]([Br:1])[CH:3]=1)[CH3:14]. (3) Given the reactants [CH3:1][C:2]1[CH:3]=[N+:4]([O-])[CH:5]=[CH:6][C:7]=1[N+:8]([O-])=O.[CH2:12](OC(OCC)N(C)C)C.[H][H], predict the reaction product. The product is: [NH:8]1[C:7]2[C:2](=[CH:3][N:4]=[CH:5][CH:6]=2)[CH:1]=[CH:12]1. (4) Given the reactants [Cl:1][C:2]1[CH:3]=[C:4]2[C:9](=[CH:10][CH:11]=1)[C:8]([C:13]#[N:14])([CH3:12])[C:7](=[O:15])[C:6]([C:16](OCC)=[O:17])=[C:5]2[OH:21].Cl.[C:23]([O:27][C:28](=[O:31])[CH2:29][NH2:30])([CH3:26])([CH3:25])[CH3:24].NCC(O)=O, predict the reaction product. The product is: [Cl:1][C:2]1[CH:3]=[C:4]2[C:9](=[CH:10][CH:11]=1)[C:8]([C:13]#[N:14])([CH3:12])[C:7](=[O:15])[C:6]([C:16]([NH:30][CH2:29][C:28]([O:27][C:23]([CH3:26])([CH3:25])[CH3:24])=[O:31])=[O:17])=[C:5]2[OH:21]. (5) Given the reactants [N:1]([C@@H:4]([C@H:46]1[CH2:50][CH2:49][O:48][CH2:47]1)[C:5]([NH:7][C@@H:8]([CH2:39][C:40]1[CH:45]=[CH:44][CH:43]=[CH:42][CH:41]=1)[C@@H:9]([OH:38])[CH2:10][C@@H:11]([NH:25][C:26](=[O:37])[C@H:27]([C:33]([CH3:36])([CH3:35])[CH3:34])[NH:28][C:29]([O:31][CH3:32])=[O:30])[CH2:12][C:13]1[CH:18]=[CH:17][C:16]([C:19]2[CH:24]=[CH:23][CH:22]=[CH:21][N:20]=2)=[CH:15][CH:14]=1)=[O:6])=[N+]=[N-].N1C=CC=CC=1.Cl[C:58]([O:60][CH3:61])=[O:59], predict the reaction product. The product is: [CH2:39]([C@@H:8]([C@@H:9]([OH:38])[CH2:10][C@H:11]([CH2:12][C:13]1[CH:18]=[CH:17][C:16]([C:19]2[CH:24]=[CH:23][CH:22]=[CH:21][N:20]=2)=[CH:15][CH:14]=1)[NH:25][C:26](=[O:37])[C@H:27]([C:33]([CH3:36])([CH3:35])[CH3:34])[NH:28][C:29](=[O:30])[O:31][CH3:32])[NH:7][C:5](=[O:6])[C@@H:4]([NH:1][C:58](=[O:59])[O:60][CH3:61])[C@H:46]1[CH2:50][CH2:49][O:48][CH2:47]1)[C:40]1[CH:45]=[CH:44][CH:43]=[CH:42][CH:41]=1. (6) Given the reactants [CH3:1][O:2][C:3]1[CH:4]=[C:5]2[C:10](=[CH:11][C:12]=1[O:13][CH3:14])[N:9]=[CH:8][CH:7]=[C:6]2[O:15][C:16]1[CH:23]=[CH:22][C:21]([O:24][C:25]([F:28])([F:27])[F:26])=[CH:20][C:17]=1[CH:18]=[O:19].[CH2:29]([Mg]Br)[CH3:30].O, predict the reaction product. The product is: [CH3:1][O:2][C:3]1[CH:4]=[C:5]2[C:10](=[CH:11][C:12]=1[O:13][CH3:14])[N:9]=[CH:8][CH:7]=[C:6]2[O:15][C:16]1[CH:23]=[CH:22][C:21]([O:24][C:25]([F:27])([F:28])[F:26])=[CH:20][C:17]=1[CH:18]([OH:19])[CH2:29][CH3:30]. (7) Given the reactants [F:1][C:2]([F:18])([F:17])[C:3]1[CH:8]=[CH:7][CH:6]=[CH:5][C:4]=1[C:9]1[CH:14]=[C:13]([CH2:15]O)[CH:12]=[CH:11][N:10]=1.C1(P(C2C=CC=CC=2)C2C=CC=CC=2)C=CC=CC=1.C(Br)(Br)(Br)[Br:39], predict the reaction product. The product is: [Br:39][CH2:15][C:13]1[CH:12]=[CH:11][N:10]=[C:9]([C:4]2[CH:5]=[CH:6][CH:7]=[CH:8][C:3]=2[C:2]([F:18])([F:17])[F:1])[CH:14]=1. (8) Given the reactants [CH2:1]([C:5]1[C:14]([C:15]#[N:16])=[C:13]([C:17]2[CH:22]=[CH:21][C:20]([CH3:23])=[CH:19][CH:18]=2)[C:12]2[C:7](=[CH:8][CH:9]=[C:10](/[CH:24]=[CH:25]/[CH:26]=[O:27])[CH:11]=2)[N:6]=1)[CH:2]([CH3:4])[CH3:3].O1CCCC1.[BH4-].[Na+].[Cl-].[NH4+], predict the reaction product. The product is: [OH:27][CH2:26]/[CH:25]=[CH:24]/[C:10]1[CH:11]=[C:12]2[C:7](=[CH:8][CH:9]=1)[N:6]=[C:5]([CH2:1][CH:2]([CH3:4])[CH3:3])[C:14]([C:15]#[N:16])=[C:13]2[C:17]1[CH:22]=[CH:21][C:20]([CH3:23])=[CH:19][CH:18]=1. (9) Given the reactants [C:1]([O:5][C:6]([C:8]1[C:9]([C:14]2[CH:19]=[CH:18][C:17]([CH2:20][N:21]3[C:25]([CH:26]=[N:27][OH:28])=[C:24](Br)[N:23]=[C:22]3[O:30][CH2:31][CH2:32][CH3:33])=[C:16]([F:34])[CH:15]=2)=[CH:10][CH:11]=[CH:12][CH:13]=1)=[O:7])([CH3:4])([CH3:3])[CH3:2].CO[CH2:37][CH2:38]OC.O.B1(C=C)OB(C=C)OB(C=C)O1.C1C=CN=CC=1.C(=O)([O-])[O-].[K+].[K+], predict the reaction product. The product is: [C:1]([O:5][C:6]([C:8]1[C:9]([C:14]2[CH:19]=[CH:18][C:17]([CH2:20][N:21]3[C:25]([CH:26]=[N:27][OH:28])=[C:24]([CH:37]=[CH2:38])[N:23]=[C:22]3[O:30][CH2:31][CH2:32][CH3:33])=[C:16]([F:34])[CH:15]=2)=[CH:10][CH:11]=[CH:12][CH:13]=1)=[O:7])([CH3:4])([CH3:3])[CH3:2].